From a dataset of Forward reaction prediction with 1.9M reactions from USPTO patents (1976-2016). Predict the product of the given reaction. (1) Given the reactants [CH3:1][N:2]([CH3:6])[CH2:3][CH2:4][OH:5].CC(C)([O-])C.[Na+].[Br:13][C:14]1[CH:19]=[N:18][C:17](Br)=[CH:16][N:15]=1, predict the reaction product. The product is: [Br:13][C:14]1[N:15]=[CH:16][C:17]([O:5][CH2:4][CH2:3][N:2]([CH3:6])[CH3:1])=[N:18][CH:19]=1. (2) Given the reactants [F:1][C:2]1[CH:14]=[CH:13][C:5]([C:6]([CH2:8][C:9]([O:11][CH3:12])=[O:10])=[O:7])=[CH:4][CH:3]=1.[C:15](#[N:19])[CH:16]([CH3:18])[CH3:17].[Sn](Cl)(Cl)(Cl)Cl.O, predict the reaction product. The product is: [NH2:19][C:15]([CH:16]([CH3:18])[CH3:17])=[C:8]([C:6]([C:5]1[CH:4]=[CH:3][C:2]([F:1])=[CH:14][CH:13]=1)=[O:7])[C:9]([O:11][CH3:12])=[O:10]. (3) Given the reactants [Li+].[OH-].C[O:4][C:5](=[O:48])[CH:6]([O:18][P:19]([CH:22]([NH:26][C:27](=[O:47])[CH:28]([NH:36][C:37]([O:39][CH2:40][C:41]1[CH:46]=[CH:45][CH:44]=[CH:43][CH:42]=1)=[O:38])[CH2:29][C:30]1[CH:35]=[CH:34][CH:33]=[CH:32][CH:31]=1)[CH:23]([CH3:25])[CH3:24])([OH:21])=[O:20])[CH2:7][CH2:8][CH2:9][NH:10][C:11]([O:13][C:14]([CH3:17])([CH3:16])[CH3:15])=[O:12].C(OCC)(=O)C, predict the reaction product. The product is: [CH2:40]([O:39][C:37]([NH:36][CH:28]([CH2:29][C:30]1[CH:31]=[CH:32][CH:33]=[CH:34][CH:35]=1)[C:27]([NH:26][CH:22]([P:19]([OH:21])([O:18][CH:6]([CH2:7][CH2:8][CH2:9][NH:10][C:11]([O:13][C:14]([CH3:16])([CH3:15])[CH3:17])=[O:12])[C:5]([OH:48])=[O:4])=[O:20])[CH:23]([CH3:25])[CH3:24])=[O:47])=[O:38])[C:41]1[CH:46]=[CH:45][CH:44]=[CH:43][CH:42]=1. (4) Given the reactants [N:1]([C:4]1[CH:5]=[C:6]([CH:8]=[CH:9][CH:10]=1)[NH2:7])=[N+:2]=[N-:3].[CH2:11]([NH:14][C:15](=[O:21])[O:16][C:17]([CH3:20])([CH3:19])[CH3:18])[C:12]#[CH:13].C1(C)C=CC=CC=1, predict the reaction product. The product is: [NH2:7][C:6]1[CH:5]=[C:4]([N:1]2[C:12]([CH2:11][NH:14][C:15](=[O:21])[O:16][C:17]([CH3:19])([CH3:18])[CH3:20])=[CH:13][N:3]=[N:2]2)[CH:10]=[CH:9][CH:8]=1. (5) Given the reactants [F:1][C:2]1[CH:7]=[CH:6][C:5]([CH:8]([N:12]2[CH2:17][CH2:16][C:15]([C:38]3[CH:43]=[CH:42][CH:41]=[C:40]([F:44])[CH:39]=3)([CH2:18][CH2:19][N:20]3[C@H:25]4[CH2:26][CH2:27][C@@H:21]3[CH2:22][CH:23]([N:28]3[C:32]5[CH:33]=[CH:34][CH:35]=[CH:36][C:31]=5[N:30]=[C:29]3[CH3:37])[CH2:24]4)[CH2:14][CH2:13]2)[C:9]([OH:11])=O)=[CH:4][CH:3]=1.FC1C=C(C2(CCN3[C@H]4CC[C@@H]3CC(N3C5C=CC=CC=5N=C3C)C4)CC[NH:55][CH2:54]C2)C=CC=1.FC1C=CC(B(O)O)=CC=1.CN.CN(C(ON1N=NC2C=CC=NC1=2)=[N+](C)C)C.F[P-](F)(F)(F)(F)F, predict the reaction product. The product is: [F:1][C:2]1[CH:7]=[CH:6][C:5]([CH:8]([N:12]2[CH2:17][CH2:16][C:15]([C:38]3[CH:43]=[CH:42][CH:41]=[C:40]([F:44])[CH:39]=3)([CH2:18][CH2:19][N:20]3[C@H:21]4[CH2:27][CH2:26][C@@H:25]3[CH2:24][CH:23]([N:28]3[C:32]5[CH:33]=[CH:34][CH:35]=[CH:36][C:31]=5[N:30]=[C:29]3[CH3:37])[CH2:22]4)[CH2:14][CH2:13]2)[C:9]([NH:55][CH3:54])=[O:11])=[CH:4][CH:3]=1.